Binary Classification. Given a miRNA mature sequence and a target amino acid sequence, predict their likelihood of interaction. From a dataset of Experimentally validated miRNA-target interactions with 360,000+ pairs, plus equal number of negative samples. (1) The miRNA is mmu-miR-706 with sequence AGAGAAACCCUGUCUCAAAAAA. The protein sequence of the target gene is MLLLELPIKCRMCGRFLRQLLAQESQHSTPVGRFLLPMLMGFRLLILVSSGPGVFGNDENEFICHLGQPGCKTICYDVFRPLSPLRFWAFQVILMAVPSAIYVAFTLYHVIGYWEVPGKENKEQETQISKGDHSKDVSGAKSLKLLWAYVAHLGVRLALEGAALGVQYNLYGFKMSSTFICREDPCIGSTTCFQSHPSEKTIFLNIMFGISGACFLFIFLELALLGLGRFWRIYKHKLSFLKKLPTSESSVRSKDTTDELSVVEAKEPF. Result: 1 (interaction). (2) The miRNA is hsa-miR-4722-5p with sequence GGCAGGAGGGCUGUGCCAGGUUG. The protein sequence of the target gene is MNRSHRHGAGSGCLGTMEVKSKFGAEFRRFSLERSKPGKFEEFYGLLQHVHKIPNVDVLVGYADIHGDLLPINNDDNYHKAVSTANPLLRIFIQKKEEADYSAFGTDTLIKKKNVLTNVLRPDNHRKKPHIVISMPQDFRPVSSIIDVDILPETHRRVRLYKYGTEKPLGFYIRDGSSVRVTPHGLEKVPGIFISRLVPGGLAQSTGLLAVNDEVLEVNGIEVSGKSLDQVTDMMIANSRNLIITVRPANQRNNVVRNSRTSGSSGQSTDNSLLGYPQQIEPSFEPEDEDSEEDDIIIED.... Result: 1 (interaction). (3) The miRNA is hsa-miR-7153-3p with sequence CACCAUGGACGGUUUACC. The protein sequence of the target gene is METYESPSPLPREPAGEAMMENRACPFQVLPHEQSPPPPLQTSSDAEVMDVGSGGDGQSEPPADDPFNFYGASLLSKGSFSKGRLLIDPNCSGHSPRTARHAPAVRKFSPDLKLLKDVKISVSFTESCRSKDRKVLYTGVERSTRPECGQLLSPVSGDVHACPFGGSVGNGVGLGGESADKKDEENELDQEKRVEYAVLDELEDFTDNLELDEEGTGGFTAKAIVQRDRVDEEALNFSYEDDFDNDVDALLEEGLCAPKKRRMEEKYGGDSDHPSDGETSVQPMMTKIKTVLKSRGRPPT.... Result: 0 (no interaction). (4) The miRNA is hsa-miR-5688 with sequence UAACAAACACCUGUAAAACAGC. The protein sequence of the target gene is MAMKKLYAKTSFTSKKPSSAANSTPILAYHQQQHQQPGNGICEFQVVAPGHSGELMIRRSQSMHHKMSPPVGGLGSKSEYYSIEELQELDLLDYRHPMYHHYQQQELRQRYHEHEQLVLQLPKATSPKAGPIYEAPQRSQQQQDQMLYVPTAAQRDSSSSAAATSIASSSTLTSSPSPSSSSSLIFSTLRKCVSPSNPSVNPNQPSKTQPSKLGCSMSFSIRTTTATAATAAAANAATATLSTQQQQQQAQQQHKQHLYSNIHHYLIRQQQQKQHYTLQRRHNSVKDKFIGGITTIFAEQ.... Result: 0 (no interaction). (5) The miRNA is mmu-miR-1983 with sequence CUCACCUGGAGCAUGUUUUCU. The protein sequence of the target gene is MKPAMETAAEENTEQSQERKVNSRAEMEIGRYHWMYPGSKNHQYRPVPNLGDRAGPLSSPGCFECCIKCLGGVPYASLVATILCFSGVALFCGCGHVALAGTVAILEQHFSTNTSDHALLSEVIQLMQYVIYGIASFFFLYGIILLAEGFYTTSAVKELHGEFKTTACGRCISGMFVFLTYVLGVAWLGVFGFSAVPVFMFYNIWSTCEVIKSPQSNGTSGVEQICVDVRQYGIIPWNAFPGKICGSALENICNTNEFYMSYHLFIVACAGAGATVIALIHFLMILSSNWAYLKDASKMQ.... Result: 0 (no interaction).